Task: Binary Classification. Given a miRNA mature sequence and a target amino acid sequence, predict their likelihood of interaction.. Dataset: Experimentally validated miRNA-target interactions with 360,000+ pairs, plus equal number of negative samples The protein sequence of the target gene is MTPSQVTFEIRGTLLPGEVFAICGSCDALGNWNPQNAVALINENETGDSVLWKAVIALNRGVSVKYRYFRGCFLEPKTIGGPCQVIVHKWETHLQPRSITPLESEIIIDDGQFGIHNGVETLDSGWLTCQTEIRLRLHFSEKPPVSISKKKFKKSRFRVKLTLEGLEEDEDDDDDKVSPTVLHKMSNSLEISLISDNEFKCRHSQPECGYGLQPDRWTEYSIQTMEPDNLELIFDFFEEDLSEHVVQGDVLPGHVGTACLLSSTIAESGRSAGILTLPIMSRNSRKTIGKVRVDFIIIKP.... The miRNA is mmu-miR-3970 with sequence GAGGUUGUAGUUUGUGCUUU. Result: 1 (interaction).